Dataset: Catalyst prediction with 721,799 reactions and 888 catalyst types from USPTO. Task: Predict which catalyst facilitates the given reaction. (1) Reactant: O[CH2:2][C:3]1[S:7][C:6](=[O:8])[N:5]([CH3:9])[C:4]=1[C:10]1[CH:22]=[N:21][C:20]2[C:19]3[CH:18]=[CH:17][C:16]([C:23]([O:25][CH3:26])=[O:24])=[CH:15][C:14]=3[N:13]([CH:27]([C:34]3[CH:39]=[CH:38][CH:37]=[CH:36][CH:35]=3)[CH:28]3[CH2:33][CH2:32][O:31][CH2:30][CH2:29]3)[C:12]=2[CH:11]=1.C([SiH](CC)CC)C.C(O)(C(F)(F)F)=O. Product: [CH3:9][N:5]1[C:4]([C:10]2[CH:22]=[N:21][C:20]3[C:19]4[CH:18]=[CH:17][C:16]([C:23]([O:25][CH3:26])=[O:24])=[CH:15][C:14]=4[N:13]([CH:27]([C:34]4[CH:39]=[CH:38][CH:37]=[CH:36][CH:35]=4)[CH:28]4[CH2:29][CH2:30][O:31][CH2:32][CH2:33]4)[C:12]=3[CH:11]=2)=[C:3]([CH3:2])[S:7][C:6]1=[O:8]. The catalyst class is: 2. (2) Reactant: [Cl-].[NH4+].[Br:3][C:4]1[CH:9]=[CH:8][C:7]([C:10]2[C:11]([C:19]([O:21][CH3:22])=[O:20])=[CH:12][C:13]([N+:16]([O-])=O)=[CH:14][CH:15]=2)=[CH:6][CH:5]=1. Product: [NH2:16][C:13]1[CH:12]=[C:11]([C:19]([O:21][CH3:22])=[O:20])[C:10]([C:7]2[CH:6]=[CH:5][C:4]([Br:3])=[CH:9][CH:8]=2)=[CH:15][CH:14]=1. The catalyst class is: 284. (3) Reactant: [Cl:1][C:2]1[CH:3]=[C:4]([CH:32]=[C:33]([Cl:35])[CH:34]=1)[CH2:5][N:6]([CH2:24][C:25]1[CH:30]=[CH:29][C:28]([F:31])=[CH:27][CH:26]=1)[C:7]([C:9]1[CH:10]=[C:11]([CH:21]=[CH:22][CH:23]=1)[CH2:12][NH:13]C(=O)OC(C)(C)C)=[O:8].C(O)(C(F)(F)F)=O. The catalyst class is: 2. Product: [NH2:13][CH2:12][C:11]1[CH:10]=[C:9]([CH:23]=[CH:22][CH:21]=1)[C:7]([N:6]([CH2:5][C:4]1[CH:32]=[C:33]([Cl:35])[CH:34]=[C:2]([Cl:1])[CH:3]=1)[CH2:24][C:25]1[CH:26]=[CH:27][C:28]([F:31])=[CH:29][CH:30]=1)=[O:8]. (4) Reactant: C(=O)([O-])[O-].[K+].[K+].[CH3:7][N:8]([C:25]1[CH:30]=[CH:29][CH:28]=[CH:27][CH:26]=1)[C:9]1[N:14]=[C:13]([NH2:15])[N:12]=[C:11]([C:16]2[N:20]=[C:19](C(Cl)(Cl)Cl)[O:18][N:17]=2)[N:10]=1.Cl.[CH:32]1([CH2:35][O:36][CH2:37][CH:38]2[CH2:43][CH2:42][NH:41][CH2:40][CH2:39]2)[CH2:34][CH2:33]1. Product: [CH:32]1([CH2:35][O:36][CH2:37][CH:38]2[CH2:43][CH2:42][N:41]([C:19]3[O:18][N:17]=[C:16]([C:11]4[N:10]=[C:9]([N:8]([CH3:7])[C:25]5[CH:30]=[CH:29][CH:28]=[CH:27][CH:26]=5)[N:14]=[C:13]([NH2:15])[N:12]=4)[N:20]=3)[CH2:40][CH2:39]2)[CH2:33][CH2:34]1. The catalyst class is: 3. (5) Reactant: [C:1]([O:5][C:6](=[O:30])[N:7]([C:15]1[CH:20]=[CH:19][C:18]([F:21])=[C:17]([C:22]2[C:27]([Cl:28])=[CH:26][N:25]=[C:24](F)[CH:23]=2)[CH:16]=1)[CH2:8][CH:9]1[CH2:14][CH2:13][O:12][CH2:11][CH2:10]1)([CH3:4])([CH3:3])[CH3:2].[OH-].[NH4+:32]. Product: [C:1]([O:5][C:6](=[O:30])[N:7]([C:15]1[CH:20]=[CH:19][C:18]([F:21])=[C:17]([C:22]2[C:27]([Cl:28])=[CH:26][N:25]=[C:24]([NH2:32])[CH:23]=2)[CH:16]=1)[CH2:8][CH:9]1[CH2:10][CH2:11][O:12][CH2:13][CH2:14]1)([CH3:2])([CH3:4])[CH3:3]. The catalyst class is: 197. (6) Reactant: [CH:1]1[N:2]=[CH:3][N:4]2[C:9]=1[CH2:8][CH2:7][NH:6][C:5]2=[O:10].[Br:11][CH2:12][CH2:13][F:14]. Product: [Br-:11].[F:14][CH2:13][CH2:12][N+:2]1[CH:1]=[C:9]2[N:4]([C:5](=[O:10])[NH:6][CH2:7][CH2:8]2)[CH:3]=1. The catalyst class is: 10.